This data is from Full USPTO retrosynthesis dataset with 1.9M reactions from patents (1976-2016). The task is: Predict the reactants needed to synthesize the given product. The reactants are: [S:1]1[C:5]2[CH:6]=[C:7]([NH:10][C:11]3[CH:19]=[C:18]([NH:20][CH:21]([CH3:23])[CH3:22])[C:14]([C:15]([OH:17])=O)=[CH:13][N:12]=3)[CH:8]=[CH:9][C:4]=2[N:3]=[CH:2]1.[NH2:24][CH2:25][C@@H:26]([F:29])[CH2:27][OH:28].CCN(C(C)C)C(C)C.CN(C(ON1N=NC2C=CC=NC1=2)=[N+](C)C)C.F[P-](F)(F)(F)(F)F. Given the product [S:1]1[C:5]2[CH:6]=[C:7]([NH:10][C:11]3[CH:19]=[C:18]([NH:20][CH:21]([CH3:23])[CH3:22])[C:14]([C:15]([NH:24][CH2:25][C@@H:26]([F:29])[CH2:27][OH:28])=[O:17])=[CH:13][N:12]=3)[CH:8]=[CH:9][C:4]=2[N:3]=[CH:2]1, predict the reactants needed to synthesize it.